Dataset: Forward reaction prediction with 1.9M reactions from USPTO patents (1976-2016). Task: Predict the product of the given reaction. Given the reactants [Br:1][C:2]1[CH:12]=[CH:11][C:5]([O:6][CH2:7][C:8]([OH:10])=O)=[C:4]([Cl:13])[CH:3]=1.[NH2:14][C:15]1[CH:16]=[C:17]([CH:21]=[CH:22][CH:23]=1)[C:18]([NH2:20])=[O:19].Cl.CN(C)CCCN=C=NCC.ON1C2C=CC=CC=2N=N1.C(N(CC)C(C)C)(C)C, predict the reaction product. The product is: [Br:1][C:2]1[CH:12]=[CH:11][C:5]([O:6][CH2:7][C:8]([NH:14][C:15]2[CH:16]=[C:17]([CH:21]=[CH:22][CH:23]=2)[C:18]([NH2:20])=[O:19])=[O:10])=[C:4]([Cl:13])[CH:3]=1.